This data is from Full USPTO retrosynthesis dataset with 1.9M reactions from patents (1976-2016). The task is: Predict the reactants needed to synthesize the given product. (1) Given the product [Cl:1][C:2]1[N:3]=[C:4]([O:9][CH3:10])[N:5]=[C:6]([CH3:11])[N:7]=1, predict the reactants needed to synthesize it. The reactants are: [Cl:1][C:2]1[N:7]=[C:6](Cl)[N:5]=[C:4]([O:9][CH3:10])[N:3]=1.[CH3:11][Zn]C.C1(C)C=CC=CC=1.O. (2) The reactants are: [C:1]1([S:7](Cl)(=[O:9])=[O:8])[CH:6]=[CH:5][CH:4]=[CH:3][CH:2]=1.[NH2:11][CH2:12][C:13]1[CH:21]=[CH:20][C:16]([C:17]([OH:19])=[O:18])=[CH:15][CH:14]=1.Cl. Given the product [C:1]1([S:7]([NH:11][CH2:12][C:13]2[CH:14]=[CH:15][C:16]([C:17]([OH:19])=[O:18])=[CH:20][CH:21]=2)(=[O:9])=[O:8])[CH:6]=[CH:5][CH:4]=[CH:3][CH:2]=1, predict the reactants needed to synthesize it. (3) Given the product [CH2:4]([C:3]1[N:6]=[C:19]([CH2:18][CH2:17][NH:16][C:14](=[O:15])[O:13][C:9]([CH3:12])([CH3:11])[CH3:10])[O:1][N:2]=1)[CH3:5], predict the reactants needed to synthesize it. The reactants are: [OH:1][NH:2][C:3](=[NH:6])[CH2:4][CH3:5].[H-].[Na+].[C:9]([O:13][C:14]([NH:16][CH2:17][CH2:18][C:19](OC)=O)=[O:15])([CH3:12])([CH3:11])[CH3:10].O. (4) Given the product [CH:1]1([CH2:6][CH2:7][O:8][C:12]2[CH:17]=[CH:16][C:15]([S:18]([CH3:21])(=[O:20])=[O:19])=[CH:14][C:13]=2[C:22]2[C:30]3[CH:29]=[CH:28][NH:27][C:26](=[O:31])[C:25]=3[N:24]([CH3:33])[CH:23]=2)[CH2:5][CH2:4][CH2:3][CH2:2]1, predict the reactants needed to synthesize it. The reactants are: [CH:1]1([CH2:6][CH2:7][OH:8])[CH2:5][CH2:4][CH2:3][CH2:2]1.[H-].[Na+].F[C:12]1[CH:17]=[CH:16][C:15]([S:18]([CH3:21])(=[O:20])=[O:19])=[CH:14][C:13]=1[C:22]1[C:30]2[C:25](=[C:26]([O:31]C)[N:27]=[CH:28][CH:29]=2)[N:24]([CH3:33])[CH:23]=1. (5) Given the product [CH3:26][C:23]1[N:22]=[C:9]2[C:10]3[CH2:11][CH:12]([C:16]4[CH:21]=[CH:20][CH:19]=[CH:18][CH:17]=4)[CH2:13][CH2:14][C:15]=3[C:6]([CH2:4][OH:3])=[CH:7][N:8]2[C:24]=1[CH3:25], predict the reactants needed to synthesize it. The reactants are: C([O:3][C:4]([C:6]1[C:15]2[CH2:14][CH2:13][CH:12]([C:16]3[CH:21]=[CH:20][CH:19]=[CH:18][CH:17]=3)[CH2:11][C:10]=2[C:9]2=[N:22][C:23]([CH3:26])=[C:24]([CH3:25])[N:8]2[CH:7]=1)=O)C.[H-].[Al+3].[Li+].[H-].[H-].[H-]. (6) Given the product [Cl:1][C:2]1[CH:3]=[C:4]([O:13][CH3:14])[C:5]([S:10][CH2:11][CH3:12])=[C:6](/[CH:7]=[N:17]/[O:16][CH3:15])[CH:9]=1, predict the reactants needed to synthesize it. The reactants are: [Cl:1][C:2]1[CH:3]=[C:4]([O:13][CH3:14])[C:5]([S:10][CH2:11][CH3:12])=[C:6]([CH:9]=1)[CH:7]=O.[CH3:15][O:16][N:17]=CC1C=C(Br)C=CC=1SCC. (7) Given the product [C:39]([OH:42])(=[O:41])/[CH:40]=[CH:33]/[C:32]([OH:35])=[O:34].[F:1][C:2]1[CH:7]=[CH:6][CH:5]=[CH:4][C:3]=1[C:8]1[CH:9]=[C:10]([CH2:22][NH:23][CH3:24])[S:11][C:12]=1[S:13][C:14]1[CH:19]=[CH:18][CH:17]=[C:16]([O:20][CH3:21])[CH:15]=1, predict the reactants needed to synthesize it. The reactants are: [F:1][C:2]1[CH:7]=[CH:6][CH:5]=[CH:4][C:3]=1[C:8]1[CH:9]=[C:10]([CH2:22][N:23](C)[C:24](=O)OC(C)(C)C)[S:11][C:12]=1[S:13][C:14]1[CH:19]=[CH:18][CH:17]=[C:16]([O:20][CH3:21])[CH:15]=1.[C:32]([O:35]CC)(=[O:34])[CH3:33].Cl.[C:39]([O:42]CC)(=[O:41])[CH3:40]. (8) Given the product [Br:7][C:8]1[CH:9]=[C:10]([CH:11]([OH:12])[C:1]([CH3:4])([CH3:3])[CH3:2])[CH:13]=[CH:14][CH:15]=1, predict the reactants needed to synthesize it. The reactants are: [C:1]([Mg]Cl)([CH3:4])([CH3:3])[CH3:2].[Br:7][C:8]1[CH:9]=[C:10]([CH:13]=[CH:14][CH:15]=1)[CH:11]=[O:12].C(=O)([O-])[O-].[Na+].[Na+]. (9) Given the product [S:27]([C:31]1[CH:32]=[C:33]([NH:34][C:18]([C:10]2[N:11]([CH:15]([CH3:16])[CH3:17])[C:12]([CH:13]=[O:14])=[C:8]([C:5]3[CH:6]=[CH:7][C:2]([F:1])=[CH:3][CH:4]=3)[C:9]=2[C:21]2[CH:22]=[CH:23][CH:24]=[CH:25][CH:26]=2)=[O:19])[CH:35]=[CH:36][CH:37]=1)(=[O:29])(=[O:30])[NH2:28], predict the reactants needed to synthesize it. The reactants are: [F:1][C:2]1[CH:7]=[CH:6][C:5]([C:8]2[C:9]([C:21]3[CH:26]=[CH:25][CH:24]=[CH:23][CH:22]=3)=[C:10]([C:18](O)=[O:19])[N:11]([CH:15]([CH3:17])[CH3:16])[C:12]=2[CH:13]=[O:14])=[CH:4][CH:3]=1.[S:27]([C:31]1[CH:32]=[C:33]([CH:35]=[CH:36][CH:37]=1)[NH2:34])(=[O:30])(=[O:29])[NH2:28].C(N(CC)CC)C. (10) Given the product [C:22]([O:25][C:26](=[O:27])[NH:17][C@H:14]1[CH2:15][CH2:16][C@H:11]([NH:10][C:9]([O:8][CH2:1][C:2]2[CH:7]=[CH:6][CH:5]=[CH:4][CH:3]=2)=[O:20])[CH2:12][C@@H:13]1[O:18][CH3:19])([CH3:24])([CH3:23])[CH3:21], predict the reactants needed to synthesize it. The reactants are: [CH2:1]([O:8][C:9](=[O:20])[NH:10][C@H:11]1[CH2:16][CH2:15][C@H:14]([NH2:17])[C@@H:13]([O:18][CH3:19])[CH2:12]1)[C:2]1[CH:7]=[CH:6][CH:5]=[CH:4][CH:3]=1.[CH3:21][C:22]([O:25][C:26](O[C:26]([O:25][C:22]([CH3:24])([CH3:23])[CH3:21])=[O:27])=[O:27])([CH3:24])[CH3:23].